From a dataset of Forward reaction prediction with 1.9M reactions from USPTO patents (1976-2016). Predict the product of the given reaction. Given the reactants [NH2:1][C:2]1[N:9]=[C:8]([C:10]2[CH:15]=[CH:14][CH:13]=[CH:12][C:11]=2[O:16][CH2:17][C:18]2[CH:23]=[CH:22][C:21]([O:24][CH3:25])=[CH:20][CH:19]=2)[CH:7]=[C:6]([C:26]2[CH:31]=[CH:30][C:29]([NH2:32])=[C:28]([O:33][CH2:34][CH2:35][N:36]3[CH2:41][CH2:40][CH2:39][CH2:38][CH2:37]3)[CH:27]=2)[C:3]=1[C:4]#[N:5].[C:42](Cl)(=[O:44])[CH3:43].N1C=CC=CC=1, predict the reaction product. The product is: [NH2:1][C:2]1[C:3]([C:4]#[N:5])=[C:6]([C:26]2[CH:31]=[CH:30][C:29]([NH:32][C:42](=[O:44])[CH3:43])=[C:28]([O:33][CH2:34][CH2:35][N:36]3[CH2:41][CH2:40][CH2:39][CH2:38][CH2:37]3)[CH:27]=2)[CH:7]=[C:8]([C:10]2[CH:15]=[CH:14][CH:13]=[CH:12][C:11]=2[O:16][CH2:17][C:18]2[CH:23]=[CH:22][C:21]([O:24][CH3:25])=[CH:20][CH:19]=2)[N:9]=1.